Dataset: Forward reaction prediction with 1.9M reactions from USPTO patents (1976-2016). Task: Predict the product of the given reaction. Given the reactants [OH:1][C:2]1[CH:3]=[CH:4][C:5]2[O:9][C:8]([N:10]3[CH2:15][CH2:14][CH:13]([O:16][CH2:17][C@@H:18]([NH:20][C:21](=[O:27])[O:22][C:23]([CH3:26])([CH3:25])[CH3:24])[CH3:19])[CH2:12][CH2:11]3)=[N:7][C:6]=2[CH:28]=1.C(=O)([O-])[O-].[K+].[K+].Br[CH2:36][CH:37]1[CH2:39][CH2:38]1, predict the reaction product. The product is: [CH:37]1([CH2:36][O:1][C:2]2[CH:3]=[CH:4][C:5]3[O:9][C:8]([N:10]4[CH2:15][CH2:14][CH:13]([O:16][CH2:17][C@@H:18]([NH:20][C:21](=[O:27])[O:22][C:23]([CH3:24])([CH3:26])[CH3:25])[CH3:19])[CH2:12][CH2:11]4)=[N:7][C:6]=3[CH:28]=2)[CH2:39][CH2:38]1.